This data is from Catalyst prediction with 721,799 reactions and 888 catalyst types from USPTO. The task is: Predict which catalyst facilitates the given reaction. Reactant: Cl.[O:2]=[C:3]1[CH:8]=[CH:7][C:6]([C:15]2[CH:20]=[CH:19][CH:18]=[CH:17][CH:16]=2)([C:9]2[CH:14]=[CH:13][CH:12]=[CH:11][CH:10]=2)[CH2:5][CH:4]1[NH2:21].CN(C)[CH:24]=[CH:25][C:26]([O:28][CH2:29][CH3:30])=[O:27]. Product: [O:2]=[C:3]1[CH:8]=[CH:7][C:6]([C:9]2[CH:14]=[CH:13][CH:12]=[CH:11][CH:10]=2)([C:15]2[CH:20]=[CH:19][CH:18]=[CH:17][CH:16]=2)[CH2:5][CH:4]1[NH:21][CH:24]=[CH:25][C:26]([O:28][CH2:29][CH3:30])=[O:27]. The catalyst class is: 5.